Dataset: Reaction yield outcomes from USPTO patents with 853,638 reactions. Task: Predict the reaction yield, written as a fraction of the theoretical maximum amount of product (1.0 means a 100% yield; for example, 0.34 means a 34% yield). (1) The reactants are C([O:4][CH2:5][C:6]1[C:7]([N:30]2[CH2:42][CH2:41][N:33]3[C:34]4[CH2:35][CH2:36][CH2:37][CH2:38][C:39]=4[CH:40]=[C:32]3[C:31]2=[O:43])=[N:8][CH:9]=[CH:10][C:11]=1[C:12]1[CH:17]=[C:16]([NH:18][C:19]2[CH:27]=[C:22]3[CH2:23][O:24][CH2:25][CH2:26][N:21]3[N:20]=2)[C:15](=[O:28])[N:14]([CH3:29])[CH:13]=1)(=O)C.[OH-].[Li+]. The product is [N:20]1[N:21]2[C:22]([CH2:23][O:24][CH2:25][CH2:26]2)=[CH:27][C:19]=1[NH:18][C:16]1[C:15](=[O:28])[N:14]([CH3:29])[CH:13]=[C:12]([C:11]2[CH:10]=[CH:9][N:8]=[C:7]([N:30]3[CH2:42][CH2:41][N:33]4[C:34]5[CH2:35][CH2:36][CH2:37][CH2:38][C:39]=5[CH:40]=[C:32]4[C:31]3=[O:43])[C:6]=2[CH2:5][OH:4])[CH:17]=1. The yield is 0.620. No catalyst specified. (2) The reactants are [CH3:1][O:2][C:3](=[O:14])[CH:4]=[CH:5][C:6]1[CH:11]=[CH:10][C:9]([CH3:12])=[CH:8][C:7]=1[CH3:13]. The catalyst is CO. The product is [CH3:1][O:2][C:3](=[O:14])[CH2:4][CH2:5][C:6]1[CH:11]=[CH:10][C:9]([CH3:12])=[CH:8][C:7]=1[CH3:13]. The yield is 0.900. (3) The product is [CH3:5][C:6]([N:11]1[C:15](=[O:16])[C:14]2=[CH:17][CH:18]=[CH:19][CH:20]=[C:13]2[C:12]1=[O:21])([CH3:10])[C:7]([Cl:3])=[O:8]. The yield is 0.980. The reactants are S(Cl)([Cl:3])=O.[CH3:5][C:6]([N:11]1[C:15](=[O:16])[C:14]2=[CH:17][CH:18]=[CH:19][CH:20]=[C:13]2[C:12]1=[O:21])([CH3:10])[C:7](O)=[O:8]. No catalyst specified.